From a dataset of Catalyst prediction with 721,799 reactions and 888 catalyst types from USPTO. Predict which catalyst facilitates the given reaction. (1) Reactant: Cl.[CH2:2]([C:4]1[C:12]2[C:7](=[CH:8][C:9]([NH2:13])=[CH:10][CH:11]=2)[N:6]([C:14]2[CH:19]=[CH:18][CH:17]=[CH:16][CH:15]=2)[N:5]=1)[CH3:3].C(N(CCCC)CCCC)CCC.[NH:33]1[C:37]2[CH:38]=[CH:39][C:40]([C:42](O)=[O:43])=[CH:41][C:36]=2[N:35]=[CH:34]1.[I-].ClC1C=CC=C[N+]=1C. Product: [CH2:2]([C:4]1[C:12]2[C:7](=[CH:8][C:9]([NH:13][C:42]([C:40]3[CH:39]=[CH:38][C:37]4[NH:33][CH:34]=[N:35][C:36]=4[CH:41]=3)=[O:43])=[CH:10][CH:11]=2)[N:6]([C:14]2[CH:19]=[CH:18][CH:17]=[CH:16][CH:15]=2)[N:5]=1)[CH3:3]. The catalyst class is: 9. (2) Reactant: [Br:1][C:2]1[CH:7]=[CH:6][C:5]([C:8]([C:10]([C:12]2[CH:17]=[CH:16][C:15]([Br:18])=[CH:14][CH:13]=2)=O)=O)=[CH:4][CH:3]=1.[C:19]1([NH2:26])[CH:24]=[CH:23][CH:22]=[CH:21][C:20]=1[NH2:25].C(Cl)(Cl)Cl.O. Product: [Br:1][C:2]1[CH:7]=[CH:6][C:5]([C:8]2[C:10]([C:12]3[CH:17]=[CH:16][C:15]([Br:18])=[CH:14][CH:13]=3)=[N:26][C:19]3[C:20](=[CH:21][CH:22]=[CH:23][CH:24]=3)[N:25]=2)=[CH:4][CH:3]=1. The catalyst class is: 11. (3) Product: [ClH:21].[C:15]1([CH:4]2[CH2:3][CH:2]([OH:1])[CH2:7][CH2:6][NH:5]2)[CH:16]=[CH:17][CH:18]=[CH:19][CH:20]=1. The catalyst class is: 12. Reactant: [OH:1][CH:2]1[CH2:7][CH2:6][N:5](C(OC(C)(C)C)=O)[CH:4]([C:15]2[CH:20]=[CH:19][CH:18]=[CH:17][CH:16]=2)[CH2:3]1.[ClH:21]. (4) Reactant: [CH3:1][C@@:2]12[C:21](=[O:22])[CH2:20][CH2:19][C@H:3]1[C@H:4]1[C@H:9]([CH2:10][CH2:11]2)[C@:8]([CH2:13][CH2:14][C:15](O)=[O:16])([CH3:12])[C:7](=O)[CH2:6][CH2:5]1.[CH:23]1([NH2:26])[CH2:25][CH2:24]1. Product: [CH:23]1([N:26]2[C:7]3[C@@:8]([CH3:12])([C@H:9]4[CH2:10][CH2:11][C@@:2]5([CH3:1])[C@@H:3]([CH2:19][CH2:20][C:21]5=[O:22])[C@@H:4]4[CH2:5][CH:6]=3)[CH2:13][CH2:14][C:15]2=[O:16])[CH2:25][CH2:24]1. The catalyst class is: 196. (5) Reactant: O.NN.[N:4]1([CH2:13][CH2:14][N:15]2C(=O)C3C(=CC=CC=3)C2=O)[C:8]2[CH:9]=[CH:10][CH:11]=[CH:12][C:7]=2[N:6]=[CH:5]1. Product: [N:4]1([CH2:13][CH2:14][NH2:15])[C:8]2[CH:9]=[CH:10][CH:11]=[CH:12][C:7]=2[N:6]=[CH:5]1. The catalyst class is: 8. (6) Reactant: [CH:1]([C:3]1[CH:12]=[CH:11][C:6]([C:7]([O:9][CH3:10])=[O:8])=[C:5]([CH3:13])[CH:4]=1)=O.[NH:14]1[CH2:19][CH2:18][CH2:17][CH2:16][CH2:15]1.C([BH3-])#N.[Na+]. Product: [CH3:13][C:5]1[CH:4]=[C:3]([CH2:1][N:14]2[CH2:19][CH2:18][CH2:17][CH2:16][CH2:15]2)[CH:12]=[CH:11][C:6]=1[C:7]([O:9][CH3:10])=[O:8]. The catalyst class is: 130.